Dataset: Forward reaction prediction with 1.9M reactions from USPTO patents (1976-2016). Task: Predict the product of the given reaction. The product is: [C:1]([O:5][C:6]([N:8]1[CH2:9][CH2:10][C:11](=[C:14]([C:27]2[CH:28]=[CH:29][CH:30]=[CH:31][CH:32]=2)[C:15]2[CH:16]=[N:17][NH:18][CH:19]=2)[CH2:12][CH2:13]1)=[O:7])([CH3:4])([CH3:2])[CH3:3]. Given the reactants [C:1]([O:5][C:6]([N:8]1[CH2:13][CH2:12][C:11](=[C:14]([C:27]2[CH:32]=[CH:31][CH:30]=[CH:29][CH:28]=2)[C:15]2[CH:16]=[N:17][N:18](CC3C=CC=CC=3)[CH:19]=2)[CH2:10][CH2:9]1)=[O:7])([CH3:4])([CH3:3])[CH3:2].CC(C)([O-])C.[K+].O=O, predict the reaction product.